Dataset: Catalyst prediction with 721,799 reactions and 888 catalyst types from USPTO. Task: Predict which catalyst facilitates the given reaction. (1) Reactant: [N:1]([C:4]1[C:12]2[N:11]=[CH:10][N:9]([CH3:13])[C:8]=2[CH:7]=[CH:6][CH:5]=1)=[C:2]=[S:3].[CH3:14][O:15][C:16]1[CH:21]=[CH:20][N:19]=[CH:18][C:17]=1[NH2:22]. Product: [CH3:14][O:15][C:16]1[CH:21]=[CH:20][N:19]=[CH:18][C:17]=1[NH:22][C:2]([NH:1][C:4]1[C:12]2[N:11]=[CH:10][N:9]([CH3:13])[C:8]=2[CH:7]=[CH:6][CH:5]=1)=[S:3]. The catalyst class is: 3. (2) Reactant: Cl[C:2]1[CH:3]=[CH:4][C:5]([N+:9]([O-:11])=[O:10])=[C:6]([CH:8]=1)[NH2:7].[CH2:12]([N:14]1[CH2:19][CH2:18][NH:17][CH2:16][CH2:15]1)[CH3:13].C(=O)([O-])[O-].[K+].[K+]. Product: [CH2:12]([N:14]1[CH2:19][CH2:18][N:17]([C:2]2[CH:3]=[CH:4][C:5]([N+:9]([O-:11])=[O:10])=[C:6]([NH2:7])[CH:8]=2)[CH2:16][CH2:15]1)[CH3:13]. The catalyst class is: 384. (3) Reactant: [Cl:1][C:2]1[CH:3]=[C:4]([C:8]#[C:9][C:10]2[N:11]=[C:12]([CH3:27])[N:13]([C:15]3[N:20]=[C:19]([N:21]4[CH2:26][CH2:25][S:24][CH2:23][CH2:22]4)[CH:18]=[CH:17][CH:16]=3)[CH:14]=2)[CH:5]=[CH:6][CH:7]=1.[OH2:28].C(=O)(O)[O-:30].[Na+]. Product: [Cl:1][C:2]1[CH:3]=[C:4]([C:8]#[C:9][C:10]2[N:11]=[C:12]([CH3:27])[N:13]([C:15]3[N:20]=[C:19]([N:21]4[CH2:22][CH2:23][S:24](=[O:30])(=[O:28])[CH2:25][CH2:26]4)[CH:18]=[CH:17][CH:16]=3)[CH:14]=2)[CH:5]=[CH:6][CH:7]=1. The catalyst class is: 5. (4) Reactant: F[C:2]1[CH:3]=[CH:4][C:5]([N+]([O-])=O)=[C:6]([CH:8]=1)N.[CH3:12][C@H:13]1[NH:18][CH2:17][C@H](CN(C)C)[O:15][CH2:14]1.C(N(CC)CC)C.CN1C(=O)CCC1. Product: [CH2:17]([NH:18][C@H:13]([CH3:12])[CH2:14][OH:15])[C:2]1[CH:3]=[CH:4][CH:5]=[CH:6][CH:8]=1. The catalyst class is: 2. (5) Reactant: [C:1](O)(=O)C.C=O.C([BH3-])#N.[Na+].[Cl:11][C:12]1[CH:52]=[CH:51][C:15]([CH2:16][CH:17]2[N:22]3[C:23](=[O:46])[CH:24]([NH:38][C:39]([CH:41]4[CH2:45][CH2:44][CH2:43][NH:42]4)=[O:40])[CH2:25][N:26]([S:27]([C:30]4[CH:35]=[CH:34][C:33]([Cl:36])=[CH:32][C:31]=4[Cl:37])(=[O:29])=[O:28])[CH:21]3[CH2:20][N:19]([CH:47]([CH3:49])[CH3:48])[C:18]2=[O:50])=[CH:14][CH:13]=1. Product: [Cl:11][C:12]1[CH:13]=[CH:14][C:15]([CH2:16][CH:17]2[N:22]3[C:23](=[O:46])[CH:24]([NH:38][C:39]([CH:41]4[CH2:45][CH2:44][CH2:43][N:42]4[CH3:1])=[O:40])[CH2:25][N:26]([S:27]([C:30]4[CH:35]=[CH:34][C:33]([Cl:36])=[CH:32][C:31]=4[Cl:37])(=[O:29])=[O:28])[CH:21]3[CH2:20][N:19]([CH:47]([CH3:49])[CH3:48])[C:18]2=[O:50])=[CH:51][CH:52]=1. The catalyst class is: 5.